This data is from Full USPTO retrosynthesis dataset with 1.9M reactions from patents (1976-2016). The task is: Predict the reactants needed to synthesize the given product. (1) Given the product [CH3:11][C:10]([CH3:13])([CH3:12])[C:9]([NH:2][CH2:3][CH2:4][C:5]([OH:7])=[O:6])=[O:14], predict the reactants needed to synthesize it. The reactants are: Cl.[NH2:2][CH2:3][CH2:4][C:5]([O:7]C)=[O:6].[C:9](Cl)(=[O:14])[C:10]([CH3:13])([CH3:12])[CH3:11].Cl. (2) The reactants are: [Br:1][C:2]1[CH:17]=[C:5]2[N:6]=[C:7]([CH3:16])[C:8]([CH2:11][C:12]([O:14][CH3:15])=[O:13])=[C:9](Cl)[N:4]2[N:3]=1.CC1(C)C(C)(C)OB(C2C=C(C)C=CC=2OC(C(C)C=C)C)O1.BrC1C=C(N)NN=1.[CH2:48]([O:51][C:52]1([CH3:58])[CH2:57][CH2:56][NH:55][CH2:54][CH2:53]1)[CH:49]=[CH2:50].CCN(C(C)C)C(C)C. Given the product [CH2:48]([O:51][C:52]1([CH3:58])[CH2:53][CH2:54][N:55]([C:9]2[N:4]3[N:3]=[C:2]([Br:1])[CH:17]=[C:5]3[N:6]=[C:7]([CH3:16])[C:8]=2[CH2:11][C:12]([O:14][CH3:15])=[O:13])[CH2:56][CH2:57]1)[CH:49]=[CH2:50], predict the reactants needed to synthesize it. (3) Given the product [CH3:1][N:2]1[C:6]2[C:7]([Br:12])=[C:8]([NH2:11])[CH:9]=[CH:10][C:5]=2[N:4]=[CH:3]1, predict the reactants needed to synthesize it. The reactants are: [CH3:1][N:2]1[C:6]2[CH:7]=[C:8]([NH2:11])[CH:9]=[CH:10][C:5]=2[N:4]=[CH:3]1.[Br:12]Br.N. (4) Given the product [CH3:1][C:2]1[NH:9][C:5]2[N:6]=[CH:7][S:8][C:4]=2[C:3]=1[CH2:10][C:12]1[CH:17]=[CH:16][CH:15]=[CH:14][C:13]=1[S:18]([N:21]1[CH2:25][CH2:24][CH2:23][CH2:22]1)(=[O:20])=[O:19], predict the reactants needed to synthesize it. The reactants are: [CH3:1][C:2]1[NH:9][C:5]2[N:6]=[CH:7][S:8][C:4]=2[C:3]=1[CH:10]([C:12]1[CH:17]=[CH:16][CH:15]=[CH:14][C:13]=1[S:18]([N:21]1[CH2:25][CH2:24][CH2:23][CH2:22]1)(=[O:20])=[O:19])O.FC(F)(F)S(O[Si](C)(C)C)(=O)=O.C([SiH](CC)CC)C.C([O-])(O)=O.[Na+]. (5) Given the product [S:4]1[C:5]2[C:6](=[N:7][CH:8]=[CH:9][CH:10]=2)[CH:2]=[C:3]1[C:11]([O:13][CH3:14])=[O:12], predict the reactants needed to synthesize it. The reactants are: N[C:2]1[C:6]2=[N:7][CH:8]=[CH:9][CH:10]=[C:5]2[S:4][C:3]=1[C:11]([O:13][CH3:14])=[O:12].N([O-])=O.[Na+]. (6) Given the product [CH:22]1([C:14]2[CH:13]=[C:12]([NH:11][C:9](=[O:10])[CH2:8][C:5]3[CH:6]=[CH:7][C:2]([OH:1])=[C:3]([O:19][CH3:20])[CH:4]=3)[CH:17]=[CH:16][CH:15]=2)[CH2:27][CH2:26][CH2:25][CH2:24][CH2:23]1, predict the reactants needed to synthesize it. The reactants are: [OH:1][C:2]1[CH:7]=[CH:6][C:5]([CH2:8][C:9]([NH:11][C:12]2[CH:17]=[CH:16][CH:15]=[C:14](I)[CH:13]=2)=[O:10])=[CH:4][C:3]=1[O:19][CH3:20].[Br-].[CH:22]1([Zn+])[CH2:27][CH2:26][CH2:25][CH2:24][CH2:23]1.[Cl-].[NH4+]. (7) The reactants are: [CH3:1][O:2][C:3]([C:5]1[C:6]([CH3:12])=[N+:7]([O-])[CH:8]=[CH:9][N:10]=1)=[O:4].[CH3:13][O:14][C:15]([C:17]1[C:22]([CH3:23])=[N:21][CH:20]=[CH:19][N+:18]=1[O-])=[O:16].P(Cl)(Cl)([Cl:27])=O.CN(C=O)C. Given the product [Cl:27][C:8]1[N:7]=[C:6]([CH3:12])[C:5]([C:3]([O:2][CH3:1])=[O:4])=[N:10][CH:9]=1.[Cl:27][C:19]1[N:18]=[C:17]([C:15]([O:14][CH3:13])=[O:16])[C:22]([CH3:23])=[N:21][CH:20]=1, predict the reactants needed to synthesize it.